Dataset: Catalyst prediction with 721,799 reactions and 888 catalyst types from USPTO. Task: Predict which catalyst facilitates the given reaction. (1) Reactant: [C:1]([O:5][C:6](=[O:25])[CH2:7][C:8]1[CH:13]=[CH:12][C:11]([CH:14]=[CH:15][CH3:16])=[C:10]([O:17]CC2C=CC=CC=2)[CH:9]=1)([CH3:4])([CH3:3])[CH3:2]. Product: [C:1]([O:5][C:6](=[O:25])[CH2:7][C:8]1[CH:13]=[CH:12][C:11]([CH2:14][CH2:15][CH3:16])=[C:10]([OH:17])[CH:9]=1)([CH3:3])([CH3:2])[CH3:4]. The catalyst class is: 123. (2) Reactant: [CH3:1][C:2]1[S:6][C:5]([C:7]2[CH:8]=[C:9]([CH2:17]O)[CH:10]=[C:11]([C:13]([F:16])([F:15])[F:14])[CH:12]=2)=[N:4][C:3]=1[CH2:19][O:20][CH:21]1[CH2:26][CH2:25][CH2:24][CH2:23][O:22]1.N12CCCN=C1CCCCC2.C1(P([N:52]=[N+:53]=[N-:54])(C2C=CC=CC=2)=O)C=CC=CC=1. Product: [N:52]([CH2:17][C:9]1[CH:8]=[C:7]([C:5]2[S:6][C:2]([CH3:1])=[C:3]([CH2:19][O:20][CH:21]3[CH2:26][CH2:25][CH2:24][CH2:23][O:22]3)[N:4]=2)[CH:12]=[C:11]([C:13]([F:16])([F:15])[F:14])[CH:10]=1)=[N+:53]=[N-:54]. The catalyst class is: 7. (3) Reactant: [Mg].Br[C:3]1[S:4][CH:5]=[CH:6][C:7]=1[CH3:8].II.[Cl:11][C:12]1[CH:13]=[C:14]2[C:18](=[CH:19][CH:20]=1)[NH:17][C:16](=[O:21])[C:15]2=[O:22].[Cl-].[NH4+]. Product: [Cl:11][C:12]1[CH:13]=[C:14]2[C:18](=[CH:19][CH:20]=1)[NH:17][C:16](=[O:21])[C:15]2([OH:22])[C:3]1[S:4][CH:5]=[CH:6][C:7]=1[CH3:8]. The catalyst class is: 385.